Task: Regression/Classification. Given a drug SMILES string, predict its absorption, distribution, metabolism, or excretion properties. Task type varies by dataset: regression for continuous measurements (e.g., permeability, clearance, half-life) or binary classification for categorical outcomes (e.g., BBB penetration, CYP inhibition). Dataset: cyp3a4_veith.. Dataset: CYP3A4 inhibition data for predicting drug metabolism from PubChem BioAssay The drug is COc1cc([C@@H](O)CO)ccc1OS(=O)(=O)[O-].[K+]. The result is 0 (non-inhibitor).